The task is: Predict the reactants needed to synthesize the given product.. This data is from Full USPTO retrosynthesis dataset with 1.9M reactions from patents (1976-2016). Given the product [Cl:1][C:2]1[CH:3]=[CH:4][C:5]2[CH2:11][S:10](=[O:12])(=[O:13])[N:9]([CH2:22][CH3:23])[N:8]=[C:7]([C:14]3[CH:19]=[CH:18][C:17]([F:20])=[CH:16][CH:15]=3)[C:6]=2[CH:21]=1, predict the reactants needed to synthesize it. The reactants are: [Cl:1][C:2]1[CH:3]=[CH:4][C:5]2[CH2:11][S:10](=[O:13])(=[O:12])[NH:9][N:8]=[C:7]([C:14]3[CH:19]=[CH:18][C:17]([F:20])=[CH:16][CH:15]=3)[C:6]=2[CH:21]=1.[CH2:22](I)[CH3:23].